From a dataset of Reaction yield outcomes from USPTO patents with 853,638 reactions. Predict the reaction yield, written as a fraction of the theoretical maximum amount of product (1.0 means a 100% yield; for example, 0.34 means a 34% yield). (1) The reactants are [Cl:1][C:2]1[CH:7]=[CH:6][C:5]([CH:8]2[CH:12]([C:13]3[CH:18]=[CH:17][C:16]([Cl:19])=[CH:15][CH:14]=3)[N:11]([C:20]([N:22]3[CH2:27][CH2:26][NH:25][CH2:24][CH2:23]3)=[O:21])[C:10]([C:28]3[CH:33]=[CH:32][C:31]([O:34][CH3:35])=[CH:30][C:29]=3[O:36][CH:37]([CH3:39])[CH3:38])=[N:9]2)=[CH:4][CH:3]=1.[CH2:40]1[O:42][CH:41]1[CH2:43][OH:44]. The catalyst is CO. The product is [Cl:1][C:2]1[CH:7]=[CH:6][C:5]([CH:8]2[CH:12]([C:13]3[CH:18]=[CH:17][C:16]([Cl:19])=[CH:15][CH:14]=3)[N:11]([C:20]([N:22]3[CH2:23][CH2:24][N:25]([CH2:40][CH:41]([OH:42])[CH2:43][OH:44])[CH2:26][CH2:27]3)=[O:21])[C:10]([C:28]3[CH:33]=[CH:32][C:31]([O:34][CH3:35])=[CH:30][C:29]=3[O:36][CH:37]([CH3:39])[CH3:38])=[N:9]2)=[CH:4][CH:3]=1. The yield is 0.440. (2) The reactants are [Cl:1][C:2]1[CH:12]=[CH:11][CH:10]=[CH:9][C:3]=1[C@@H:4]([OH:8])[C:5]([OH:7])=[O:6].P(=O)(Cl)(Cl)Cl.[CH3:18]O. No catalyst specified. The product is [Cl:1][C:2]1[CH:12]=[CH:11][CH:10]=[CH:9][C:3]=1[C@@H:4]([OH:8])[C:5]([O:7][CH3:18])=[O:6]. The yield is 0.950. (3) The reactants are [NH2:1][C:2]1[N:7]=[C:6](Cl)[N:5]=[C:4]([C:9]([O:11][CH3:12])=[O:10])[C:3]=1[O:13][CH3:14].[F:15][C:16]1[C:24](B2OC(C)(C)C(C)(C)O2)=[CH:23][C:19]2=[N:20][O:21][N:22]=[C:18]2[CH:17]=1.[F-].[Cs+]. The catalyst is Cl[Pd](Cl)([P](C1C=CC=CC=1)(C1C=CC=CC=1)C1C=CC=CC=1)[P](C1C=CC=CC=1)(C1C=CC=CC=1)C1C=CC=CC=1.C(#N)C.O. The product is [NH2:1][C:2]1[N:7]=[C:6]([C:24]2[C:16]([F:15])=[CH:17][C:18]3=[N:22][O:21][N:20]=[C:19]3[CH:23]=2)[N:5]=[C:4]([C:9]([O:11][CH3:12])=[O:10])[C:3]=1[O:13][CH3:14]. The yield is 0.390. (4) The reactants are [N:1]1[CH:6]=[CH:5][CH:4]=[CH:3][C:2]=1[N:7]1[CH2:12][CH2:11][NH:10][CH2:9][CH2:8]1.[F:13][C:14]([F:28])([F:27])[O:15][C:16]1[CH:21]=[CH:20][C:19]([NH:22][C:23](=[O:26])[CH2:24]Cl)=[CH:18][CH:17]=1.C(=O)([O-])[O-].[Na+].[Na+]. The catalyst is CN(C)C=O.O. The product is [N:1]1[CH:6]=[CH:5][CH:4]=[CH:3][C:2]=1[N:7]1[CH2:8][CH2:9][N:10]([CH2:24][C:23]([NH:22][C:19]2[CH:18]=[CH:17][C:16]([O:15][C:14]([F:13])([F:27])[F:28])=[CH:21][CH:20]=2)=[O:26])[CH2:11][CH2:12]1. The yield is 0.320. (5) The reactants are [F:1][C:2]1[C:32]([F:33])=[CH:31][C:5]2[N:6]([C:13]([NH:15][CH2:16][CH:17]3[CH2:22][CH2:21][N:20]([CH2:23][C:24]4([OH:30])[CH2:29][CH2:28][O:27][CH2:26][CH2:25]4)[CH2:19][CH2:18]3)=[O:14])[C:7](=[O:12])[N:8]([CH:9]([CH3:11])[CH3:10])[C:4]=2[CH:3]=1.[ClH:34].CO. No catalyst specified. The product is [ClH:34].[F:1][C:2]1[C:32]([F:33])=[CH:31][C:5]2[N:6]([C:13]([NH:15][CH2:16][CH:17]3[CH2:22][CH2:21][N:20]([CH2:23][C:24]4([OH:30])[CH2:25][CH2:26][O:27][CH2:28][CH2:29]4)[CH2:19][CH2:18]3)=[O:14])[C:7](=[O:12])[N:8]([CH:9]([CH3:11])[CH3:10])[C:4]=2[CH:3]=1. The yield is 0.720. (6) The reactants are [CH2:1]([O:8][C:9]1[C:14](=[O:15])[N:13]2[CH:16]=[CH:17][N:18]([CH2:19][C:20](=[O:27])[N:21]3[CH2:26][CH2:25][NH:24][CH2:23][CH2:22]3)[C:12]2=[N:11][C:10]=1[C:28]1[S:29][C:30]([CH2:33][C:34]2[CH:39]=[CH:38][C:37]([F:40])=[CH:36][CH:35]=2)=[CH:31][N:32]=1)[C:2]1[CH:7]=[CH:6][CH:5]=[CH:4][CH:3]=1.CCN(C(C)C)C(C)C.[C:50](Cl)(=[O:55])[C:51]([CH3:54])([CH3:53])[CH3:52].C(=O)(O)[O-].[Na+]. The catalyst is C(Cl)Cl. The product is [CH2:1]([O:8][C:9]1[C:14](=[O:15])[N:13]2[CH:16]=[CH:17][N:18]([CH2:19][C:20](=[O:27])[N:21]3[CH2:26][CH2:25][N:24]([C:50](=[O:55])[C:51]([CH3:54])([CH3:53])[CH3:52])[CH2:23][CH2:22]3)[C:12]2=[N:11][C:10]=1[C:28]1[S:29][C:30]([CH2:33][C:34]2[CH:35]=[CH:36][C:37]([F:40])=[CH:38][CH:39]=2)=[CH:31][N:32]=1)[C:2]1[CH:7]=[CH:6][CH:5]=[CH:4][CH:3]=1. The yield is 0.900. (7) The reactants are [F:1][C:2]1[CH:3]=[N:4][CH:5]=[CH:6][C:7]=1[C:8](=[O:10])[CH3:9].[Br:11]Br.C(OC(=O)C)C. The catalyst is C(O)(=O)C.Br. The product is [BrH:11].[Br:11][CH2:9][C:8]([C:7]1[CH:6]=[CH:5][N:4]=[CH:3][C:2]=1[F:1])=[O:10]. The yield is 0.820. (8) The reactants are [CH2:1]([O:3][C:4](=[O:8])[CH:5](Br)[CH3:6])[CH3:2].[CH2:9]([NH2:16])[C:10]1[CH:15]=[CH:14][CH:13]=[CH:12][CH:11]=1.C(=O)([O-])[O-].[K+].[K+]. The catalyst is CC#N. The product is [CH2:1]([O:3][C:4](=[O:8])[CH:5]([NH:16][CH2:9][C:10]1[CH:15]=[CH:14][CH:13]=[CH:12][CH:11]=1)[CH3:6])[CH3:2]. The yield is 0.970. (9) The reactants are [NH2:1][C:2]1[NH:6][N:5]=[C:4]([CH3:7])[C:3]=1[C:8]1[S:9][C:10]2[CH:16]=[C:15]([S:17](Cl)(=[O:19])=[O:18])[CH:14]=[CH:13][C:11]=2[N:12]=1.[F:21][C:22]1[CH:29]=[CH:28][C:25]([CH2:26][NH2:27])=[CH:24][CH:23]=1.CN1CCOCC1. The catalyst is C(Cl)(Cl)Cl. The product is [F:21][C:22]1[CH:29]=[CH:28][C:25]([CH2:26][NH:27][S:17]([C:15]2[CH:14]=[CH:13][C:11]3[N:12]=[C:8]([C:3]4[C:4]([CH3:7])=[N:5][NH:6][C:2]=4[NH2:1])[S:9][C:10]=3[CH:16]=2)(=[O:19])=[O:18])=[CH:24][CH:23]=1. The yield is 0.0900.